Dataset: CYP2C9 inhibition data for predicting drug metabolism from PubChem BioAssay. Task: Regression/Classification. Given a drug SMILES string, predict its absorption, distribution, metabolism, or excretion properties. Task type varies by dataset: regression for continuous measurements (e.g., permeability, clearance, half-life) or binary classification for categorical outcomes (e.g., BBB penetration, CYP inhibition). Dataset: cyp2c9_veith. The molecule is CN(CCC(=O)O)S(=O)(=O)c1ccccc1. The result is 0 (non-inhibitor).